From a dataset of Forward reaction prediction with 1.9M reactions from USPTO patents (1976-2016). Predict the product of the given reaction. Given the reactants [N+:1]([C:4]1[CH:9]=[CH:8][C:7]([S:10][C:11]2[N:15]3[CH:16]=[CH:17][CH:18]=[CH:19][C:14]3=[N:13][N:12]=2)=[CH:6][CH:5]=1)([O-])=O.Cl.O.[OH-].[Na+], predict the reaction product. The product is: [N:13]1[N:12]=[C:11]([S:10][C:7]2[CH:8]=[CH:9][C:4]([NH2:1])=[CH:5][CH:6]=2)[N:15]2[CH:16]=[CH:17][CH:18]=[CH:19][C:14]=12.